Dataset: Forward reaction prediction with 1.9M reactions from USPTO patents (1976-2016). Task: Predict the product of the given reaction. (1) Given the reactants [Br:1][C:2]1[C:10]2[O:9][CH:8]=[C:7]([CH2:11]Br)[C:6]=2[C:5]([F:13])=[C:4]([F:14])[CH:3]=1.C([O-])(=[O:17])C.[K+].CO.C(=O)([O-])[O-].[K+].[K+], predict the reaction product. The product is: [Br:1][C:2]1[C:10]2[O:9][CH:8]=[C:7]([CH2:11][OH:17])[C:6]=2[C:5]([F:13])=[C:4]([F:14])[CH:3]=1. (2) Given the reactants [Br:1][C:2]1[CH:10]=[CH:9][CH:8]=[CH:7][C:3]=1[C:4]([OH:6])=O.C(Cl)(=O)C(Cl)=O.N1C=CC=CC=1.[N+:23]([C:26]1[CH:27]=[C:28]([CH:30]=[CH:31][CH:32]=1)[NH2:29])([O-:25])=[O:24], predict the reaction product. The product is: [Br:1][C:2]1[CH:10]=[CH:9][CH:8]=[CH:7][C:3]=1[C:4]([NH:29][C:28]1[CH:30]=[CH:31][CH:32]=[C:26]([N+:23]([O-:25])=[O:24])[CH:27]=1)=[O:6].